This data is from Forward reaction prediction with 1.9M reactions from USPTO patents (1976-2016). The task is: Predict the product of the given reaction. (1) Given the reactants Br[C:2]1[C:3]([CH3:24])=[C:4]([C:8]2[N:12]=[C:11]([C:13]3[CH:18]=[CH:17][C:16]([O:19][CH:20]([CH3:22])[CH3:21])=[C:15]([Cl:23])[CH:14]=3)[O:10][N:9]=2)[CH:5]=[CH:6][CH:7]=1.Br[Zn][CH2:27][CH2:28][C:29]([O:31][CH2:32][CH3:33])=[O:30], predict the reaction product. The product is: [Cl:23][C:15]1[CH:14]=[C:13]([C:11]2[O:10][N:9]=[C:8]([C:4]3[C:3]([CH3:24])=[C:2]([CH2:27][CH2:28][C:29]([O:31][CH2:32][CH3:33])=[O:30])[CH:7]=[CH:6][CH:5]=3)[N:12]=2)[CH:18]=[CH:17][C:16]=1[O:19][CH:20]([CH3:22])[CH3:21]. (2) Given the reactants [NH:1]1[C@H:14]2[C@H:5]([CH2:6][CH2:7][C:8]3[C:13]2=[N:12][CH:11]=[CH:10][CH:9]=3)[CH2:4][CH2:3][CH2:2]1.C(=O)([O-])[O-].[K+].[K+].Cl[CH2:22][C:23]1[N:24]=[C:25]2[CH:30]=[CH:29][CH:28]=[C:27]([F:31])[N:26]2[CH:32]=1.[I-].[K+], predict the reaction product. The product is: [F:31][C:27]1[N:26]2[CH:32]=[C:23]([CH2:22][N:12]3[C@H:13]4[C@H:8]([CH2:7][CH2:6][C:5]5[C:14]4=[N:1][CH:2]=[CH:3][CH:4]=5)[CH2:9][CH2:10][CH2:11]3)[N:24]=[C:25]2[CH:30]=[CH:29][CH:28]=1. (3) The product is: [C:1]([C:5]1[C:29]([Cl:30])=[C:8]2[N:9]=[C:10]([CH3:28])[C:11]([CH:20]([CH2:25][CH2:26][CH3:27])[C:21]([O:23][CH3:24])=[O:22])=[C:12]([C:13]3[CH:18]=[CH:17][C:16]([CH3:19])=[CH:15][CH:14]=3)[N:7]2[N:6]=1)([CH3:3])([CH3:4])[CH3:2]. Given the reactants [C:1]([C:5]1[CH:29]=[C:8]2[N:9]=[C:10]([CH3:28])[C:11]([CH:20]([CH2:25][CH2:26][CH3:27])[C:21]([O:23][CH3:24])=[O:22])=[C:12]([C:13]3[CH:18]=[CH:17][C:16]([CH3:19])=[CH:15][CH:14]=3)[N:7]2[N:6]=1)([CH3:4])([CH3:3])[CH3:2].[Cl:30]N1C(=O)CCC1=O.C(OCC)(=O)C, predict the reaction product. (4) The product is: [C:1]([O:5][C:6]([N:8]1[C:16]2[C:11](=[CH:12][CH:13]=[CH:14][C:15]=2[N:17]2[CH2:22][CH2:21][N:20]([C:23]([O:25][C:26]([CH3:28])([CH3:29])[CH3:27])=[O:24])[CH2:19][CH2:18]2)[C:10]([CH2:30][C:31]2[CH:32]=[CH:33][CH:34]=[CH:35][CH:36]=2)=[C:9]1[C:43]([O:45][CH2:46][C:47]1[CH:52]=[CH:51][CH:50]=[CH:49][CH:48]=1)=[O:44])=[O:7])([CH3:2])([CH3:3])[CH3:4]. Given the reactants [C:1]([O:5][C:6]([N:8]1[C:16]2[C:11](=[CH:12][CH:13]=[CH:14][C:15]=2[N:17]2[CH2:22][CH2:21][N:20]([C:23]([O:25][C:26]([CH3:29])([CH3:28])[CH3:27])=[O:24])[CH2:19][CH2:18]2)[C:10]([CH2:30][C:31]2[CH:36]=[CH:35][CH:34]=[CH:33][CH:32]=2)=[CH:9]1)=[O:7])([CH3:4])([CH3:3])[CH3:2].[Li]C(C)(C)C.Cl[C:43]([O:45][CH2:46][C:47]1[CH:52]=[CH:51][CH:50]=[CH:49][CH:48]=1)=[O:44].O, predict the reaction product. (5) The product is: [C:8]([C:3]1[CH:4]=[CH:5][CH:6]=[CH:7][C:2]=1[NH:1][C:11](=[O:13])[CH3:12])(=[O:10])[CH3:9]. Given the reactants [NH2:1][C:2]1[CH:7]=[CH:6][CH:5]=[CH:4][C:3]=1[C:8](=[O:10])[CH3:9].[C:11](Cl)(=[O:13])[CH3:12], predict the reaction product. (6) Given the reactants [C:1]([CH2:3][C:4]1([N:15]2[CH:19]=[C:18]([C:20]3[C:25]([F:26])=[CH:24][N:23]=[C:22]4[N:27]([CH2:30][O:31][CH2:32][CH2:33][Si:34]([CH3:37])([CH3:36])[CH3:35])[CH:28]=[CH:29][C:21]=34)[CH:17]=[N:16]2)[CH2:7][N:6](C(OC(C)(C)C)=O)[CH2:5]1)#[N:2].Cl.O1CCOCC1, predict the reaction product. The product is: [F:26][C:25]1[C:20]([C:18]2[CH:17]=[N:16][N:15]([C:4]3([CH2:3][C:1]#[N:2])[CH2:7][NH:6][CH2:5]3)[CH:19]=2)=[C:21]2[CH:29]=[CH:28][N:27]([CH2:30][O:31][CH2:32][CH2:33][Si:34]([CH3:36])([CH3:37])[CH3:35])[C:22]2=[N:23][CH:24]=1. (7) Given the reactants [N+:1]([C:4]1[CH:5]=[C:6]([CH2:13][OH:14])[CH:7]=[CH:8][C:9]=1[N+:10]([O-:12])=[O:11])([O-:3])=[O:2].[Cr](Cl)([O-])(=O)=O.[NH+]1C=CC=CC=1.CCOCC, predict the reaction product. The product is: [N+:1]([C:4]1[CH:5]=[C:6]([CH:7]=[CH:8][C:9]=1[N+:10]([O-:12])=[O:11])[CH:13]=[O:14])([O-:3])=[O:2].